This data is from Reaction yield outcomes from USPTO patents with 853,638 reactions. The task is: Predict the reaction yield, written as a fraction of the theoretical maximum amount of product (1.0 means a 100% yield; for example, 0.34 means a 34% yield). (1) The reactants are [C:1]([C:4]1[C:12]2[O:11][CH2:10][CH:9]([C:13]3[CH:18]=[CH:17][C:16]([CH:19]([CH3:21])[CH3:20])=[CH:15][CH:14]=3)[C:8]=2[C:7]([CH3:22])=[C:6]([NH:23][C:24](=[O:31])OCC(Cl)(Cl)Cl)[C:5]=1[CH3:32])(=[O:3])[CH3:2].[OH:33][CH2:34][CH2:35][CH2:36][NH2:37]. No catalyst specified. The product is [C:1]([C:4]1[C:12]2[O:11][CH2:10][CH:9]([C:13]3[CH:14]=[CH:15][C:16]([CH:19]([CH3:21])[CH3:20])=[CH:17][CH:18]=3)[C:8]=2[C:7]([CH3:22])=[C:6]([NH:23][C:24]([NH:37][CH2:36][CH2:35][CH2:34][OH:33])=[O:31])[C:5]=1[CH3:32])(=[O:3])[CH3:2]. The yield is 0.590. (2) The reactants are C([O-])([O-])=O.[K+].[K+].I[CH:8]([CH3:10])[CH3:9].[I:11][C:12]1[C:17]([CH3:18])=[CH:16][C:15]([OH:19])=[C:14]([CH3:20])[CH:13]=1.Cl. The catalyst is CN(C=O)C. The product is [I:11][C:12]1[CH:13]=[C:14]([CH3:20])[C:15]([O:19][CH:8]([CH3:10])[CH3:9])=[CH:16][C:17]=1[CH3:18]. The yield is 0.420.